From a dataset of Forward reaction prediction with 1.9M reactions from USPTO patents (1976-2016). Predict the product of the given reaction. (1) Given the reactants C(N([CH2:6][CH3:7])CC)C.[CH:8]1([NH2:11])[CH2:10][CH2:9]1.CC[C:14]([C:16](Cl)=[O:17])=[O:15].C([O:21]CC)C, predict the reaction product. The product is: [CH:8]1([NH:11][C:16](=[O:17])[C:14]([O:21][CH2:6][CH3:7])=[O:15])[CH2:10][CH2:9]1. (2) Given the reactants [CH3:1][O:2][C:3]1[CH:8]=[C:7]([N+:9]([O-:11])=[O:10])[CH:6]=[CH:5][C:4]=1[CH2:12][C:13]([OH:15])=[O:14].CO.Cl[CH2:19]Cl, predict the reaction product. The product is: [CH3:1][O:2][C:3]1[CH:8]=[C:7]([N+:9]([O-:11])=[O:10])[CH:6]=[CH:5][C:4]=1[CH2:12][C:13]([O:15][CH3:19])=[O:14]. (3) Given the reactants I[C:2]1[CH:7]=[CH:6][C:5]([I:8])=[CH:4][C:3]=1[N+:9]([O-:11])=[O:10].C1([Mg]Br)C=CC=CC=1.[CH:20](=[O:24])[CH:21]([CH3:23])[CH3:22], predict the reaction product. The product is: [I:8][C:5]1[CH:6]=[CH:7][C:2]([CH:20]([OH:24])[CH:21]([CH3:23])[CH3:22])=[C:3]([N+:9]([O-:11])=[O:10])[CH:4]=1.